Dataset: Reaction yield outcomes from USPTO patents with 853,638 reactions. Task: Predict the reaction yield, written as a fraction of the theoretical maximum amount of product (1.0 means a 100% yield; for example, 0.34 means a 34% yield). (1) The product is [OH:29][CH2:28][C@H:23]([NH:22][CH2:21][C:12]1[C:13]2[N:14]=[CH:15][NH:16][C:17](=[O:19])[C:18]=2[NH:10][CH:11]=1)[C@@H:24]([OH:27])[CH2:25][OH:26]. The reactants are C(OC[N:10]1[C:18]2[C:17]([O:19]C)=[N:16][CH:15]=[N:14][C:13]=2[C:12]([CH2:21][NH:22][C@@H:23]([CH2:28][OH:29])[C@@H:24]([OH:27])[CH2:25][OH:26])=[CH:11]1)C1C=CC=CC=1.B(Br)(Br)Br. The yield is 0.460. The catalyst is C(Cl)Cl.CO. (2) The reactants are [CH2:1]([C:5]1(C(OC)=O)[C:14]2[C:9](=[CH:10][CH:11]=[CH:12][CH:13]=2)[C:8]([OH:15])=[C:7]([C:16]2[NH:21][C:20]3[CH:22]=[CH:23][C:24]([NH:26][S:27]([CH3:30])(=[O:29])=[O:28])=[CH:25][C:19]=3[S:18](=[O:32])(=[O:31])[N:17]=2)[C:6]1=[O:33])[CH2:2][CH2:3][CH3:4].C[O-:39].[Na+]. The catalyst is CO. The product is [CH2:1]([C:5]1([OH:39])[C:14]2[C:9](=[CH:10][CH:11]=[CH:12][CH:13]=2)[C:8]([OH:15])=[C:7]([C:16]2[NH:21][C:20]3[CH:22]=[CH:23][C:24]([NH:26][S:27]([CH3:30])(=[O:28])=[O:29])=[CH:25][C:19]=3[S:18](=[O:31])(=[O:32])[N:17]=2)[C:6]1=[O:33])[CH2:2][CH2:3][CH3:4]. The yield is 0.288. (3) The reactants are Br[C:2]1[CH:7]=[C:6]([F:8])[CH:5]=[CH:4][C:3]=1[O:9][CH3:10].[CH:11]1[C:23]2[NH:22][C:21]3[C:16](=[CH:17][CH:18]=[CH:19][CH:20]=3)[C:15]=2[CH:14]=[CH:13][CH:12]=1. The catalyst is O1CCOCC1.[Cu]I.NCC(N)C. The product is [F:8][C:6]1[CH:5]=[CH:4][C:3]([O:9][CH3:10])=[C:2]([N:22]2[C:23]3[CH:11]=[CH:12][CH:13]=[CH:14][C:15]=3[C:16]3[C:21]2=[CH:20][CH:19]=[CH:18][CH:17]=3)[CH:7]=1. The yield is 0.260. (4) The reactants are [C:1]([C:5]1[CH:10]=[CH:9][C:8]([N+:11]([O-])=O)=[CH:7][C:6]=1[OH:14])([CH3:4])([CH3:3])[CH3:2].C([O-])=O.[NH4+]. The catalyst is CCO.[Pd]. The product is [C:1]([C:5]1[CH:10]=[CH:9][C:8]([NH2:11])=[CH:7][C:6]=1[OH:14])([CH3:4])([CH3:2])[CH3:3]. The yield is 0.870. (5) The product is [C:12]([N:15]1[C:23]2[C:18](=[CH:19][CH:20]=[CH:21][C:22]=2[NH:24][C:27](=[O:29])[CH:26]=[N:2][OH:3])[CH2:17][CH2:16]1)(=[O:14])[CH3:13]. The reactants are Cl.[NH2:2][OH:3].S([O-])([O-])(=O)=O.[Na+].[Na+].Cl.[C:12]([N:15]1[C:23]2[C:18](=[CH:19][CH:20]=[CH:21][C:22]=2[NH2:24])[CH2:17][CH2:16]1)(=[O:14])[CH3:13].Cl[C:26](Cl)(Cl)[CH:27]([OH:29])O. The catalyst is O. The yield is 0.820. (6) The reactants are [CH2:1]([C:8]1[C:17]2[C:12](=[CH:13][CH:14]=[CH:15][CH:16]=2)[C:11]([N:18]2[CH2:23][CH2:22][N:21]([C:24]3[CH:29]=[CH:28][C:27]([N+:30]([O-])=O)=[CH:26][N:25]=3)[CH2:20][CH2:19]2)=[N:10][N:9]=1)[C:2]1[CH:7]=[CH:6][CH:5]=[CH:4][CH:3]=1.[Cl-].[NH4+].C(O)C. The yield is 0.700. The product is [CH2:1]([C:8]1[C:17]2[C:12](=[CH:13][CH:14]=[CH:15][CH:16]=2)[C:11]([N:18]2[CH2:19][CH2:20][N:21]([C:24]3[N:25]=[CH:26][C:27]([NH2:30])=[CH:28][CH:29]=3)[CH2:22][CH2:23]2)=[N:10][N:9]=1)[C:2]1[CH:7]=[CH:6][CH:5]=[CH:4][CH:3]=1. The catalyst is [Fe].O. (7) The reactants are Br[C:2]1[CH:3]=[C:4]2[C:9](=[CH:10][CH:11]=1)[N:8]=[CH:7][C:6]([C:12]([CH:14]1[CH2:16][CH2:15]1)=[O:13])=[C:5]2[NH:17][CH:18]1[CH2:23][CH2:22][N:21]([CH3:24])[CH2:20][CH2:19]1.[CH3:25][O:26][C:27]1[CH:32]=[C:31](B2OC(C)(C)C(C)(C)O2)[CH:30]=[CH:29][C:28]=1[OH:42]. No catalyst specified. The product is [CH:14]1([C:12]([C:6]2[CH:7]=[N:8][C:9]3[C:4]([C:5]=2[NH:17][CH:18]2[CH2:19][CH2:20][N:21]([CH3:24])[CH2:22][CH2:23]2)=[CH:3][C:2]([C:31]2[CH:30]=[CH:29][C:28]([OH:42])=[C:27]([O:26][CH3:25])[CH:32]=2)=[CH:11][CH:10]=3)=[O:13])[CH2:15][CH2:16]1. The yield is 0.630. (8) The reactants are [C:1]1([NH:7][C:8]2[C:13]3[S:14][C:15]4[CH:20]=[CH:19][CH:18]=[CH:17][C:16]=4[C:12]=3[CH:11]=[CH:10][CH:9]=2)[CH:6]=[CH:5][CH:4]=[CH:3][CH:2]=1.[Br:21][C:22]1[CH:27]=[CH:26][C:25](I)=[CH:24][CH:23]=1.CC([O-])(C)C.[Na+]. The catalyst is C1(P(C2C=CC=CC=2)[C-]2C=CC=C2)C=CC=CC=1.[C-]1(P(C2C=CC=CC=2)C2C=CC=CC=2)C=CC=C1.[Fe+2].C1C=CC(/C=C/C(/C=C/C2C=CC=CC=2)=O)=CC=1.C1C=CC(/C=C/C(/C=C/C2C=CC=CC=2)=O)=CC=1.C1C=CC(/C=C/C(/C=C/C2C=CC=CC=2)=O)=CC=1.[Pd].[Pd]. The product is [Br:21][C:22]1[CH:27]=[CH:26][C:25]([N:7]([C:1]2[CH:2]=[CH:3][CH:4]=[CH:5][CH:6]=2)[C:8]2[C:13]3[S:14][C:15]4[CH:20]=[CH:19][CH:18]=[CH:17][C:16]=4[C:12]=3[CH:11]=[CH:10][CH:9]=2)=[CH:24][CH:23]=1. The yield is 0.800. (9) The reactants are Br[C:2]1[CH:7]=[C:6]([CH3:8])[C:5]([Br:9])=[CH:4][N:3]=1.C([Li])CCC.[CH3:15][C:16]([CH3:18])=[O:17]. The catalyst is C1(C)C=CC=CC=1. The product is [Br:9][C:5]1[C:6]([CH3:8])=[CH:7][C:2]([C:16]([OH:17])([CH3:18])[CH3:15])=[N:3][CH:4]=1. The yield is 0.635.